Dataset: Forward reaction prediction with 1.9M reactions from USPTO patents (1976-2016). Task: Predict the product of the given reaction. (1) Given the reactants [CH:1]1[C:6]([OH:7])=[CH:5][CH:4]=[C:3]([CH3:8])[CH:2]=1.Br[CH2:10][CH2:11][CH2:12][Cl:13], predict the reaction product. The product is: [Cl:13][CH2:12][CH2:11][CH2:10][O:7][C:6]1[CH:5]=[CH:4][C:3]([CH3:8])=[CH:2][CH:1]=1. (2) Given the reactants [C:1]([O:9][C:10]1[CH:15]=[CH:14][C:13](/[C:16](/[C:26]2[CH:31]=[CH:30][C:29](/[CH:32]=[CH:33]/[C:34]([O:36]C(C)(C)C)=[O:35])=[CH:28][CH:27]=2)=[C:17](\[C:20]2[CH:25]=[CH:24][CH:23]=[CH:22][CH:21]=2)/[CH2:18][CH3:19])=[CH:12][CH:11]=1)(=[O:8])[C:2]1[CH:7]=[CH:6][CH:5]=[CH:4][CH:3]=1.C(O)(C(F)(F)F)=O, predict the reaction product. The product is: [C:1]([O:9][C:10]1[CH:15]=[CH:14][C:13](/[C:16](/[C:26]2[CH:27]=[CH:28][C:29](/[CH:32]=[CH:33]/[C:34]([OH:36])=[O:35])=[CH:30][CH:31]=2)=[C:17](\[C:20]2[CH:25]=[CH:24][CH:23]=[CH:22][CH:21]=2)/[CH2:18][CH3:19])=[CH:12][CH:11]=1)(=[O:8])[C:2]1[CH:7]=[CH:6][CH:5]=[CH:4][CH:3]=1. (3) Given the reactants Br[C:2]1[C:10]2[C:9]([NH:11][C@H:12]([C:14]3[N:19]([C:20]4[CH:25]=[CH:24][CH:23]=[CH:22][CH:21]=4)[C:18](=[O:26])[C:17]4=[C:27]([CH3:30])[CH:28]=[CH:29][N:16]4[N:15]=3)[CH3:13])=[N:8][CH:7]=[N:6][C:5]=2[N:4]([CH2:31][O:32][CH2:33][CH2:34][Si:35]([CH3:38])([CH3:37])[CH3:36])[CH:3]=1.CC1(C)C(C)(C)OB([C:47]2[CH:55]=[C:54]([NH:56][S:57]([CH3:60])(=[O:59])=[O:58])[CH:53]=[C:52]3[C:48]=2[CH:49]=[N:50][NH:51]3)O1.C(=O)([O-])[O-].[Na+].[Na+], predict the reaction product. The product is: [CH3:30][C:27]1[CH:28]=[CH:29][N:16]2[C:17]=1[C:18](=[O:26])[N:19]([C:20]1[CH:21]=[CH:22][CH:23]=[CH:24][CH:25]=1)[C:14]([C@@H:12]([NH:11][C:9]1[C:10]3[C:2]([C:47]4[CH:55]=[C:54]([NH:56][S:57]([CH3:60])(=[O:58])=[O:59])[CH:53]=[C:52]5[C:48]=4[CH:49]=[N:50][NH:51]5)=[CH:3][N:4]([CH2:31][O:32][CH2:33][CH2:34][Si:35]([CH3:37])([CH3:38])[CH3:36])[C:5]=3[N:6]=[CH:7][N:8]=1)[CH3:13])=[N:15]2. (4) Given the reactants [S:1]1[CH:5]=[CH:4][CH:3]=[C:2]1[C:6]([OH:8])=O.[CH2:9]([NH:11][CH2:12][C:13]([CH2:19][NH:20][C:21]1[CH:29]=[CH:28][CH:27]=[C:26]2[C:22]=1[CH:23]=[N:24][N:25]2[C:30]1[CH:35]=[CH:34][C:33]([F:36])=[CH:32][CH:31]=1)([OH:18])[C:14]([F:17])([F:16])[F:15])[CH3:10], predict the reaction product. The product is: [CH2:9]([N:11]([CH2:12][C:13]([CH2:19][NH:20][C:21]1[CH:29]=[CH:28][CH:27]=[C:26]2[C:22]=1[CH:23]=[N:24][N:25]2[C:30]1[CH:31]=[CH:32][C:33]([F:36])=[CH:34][CH:35]=1)([OH:18])[C:14]([F:16])([F:17])[F:15])[C:6]([C:2]1[S:1][CH:5]=[CH:4][CH:3]=1)=[O:8])[CH3:10]. (5) Given the reactants C1(C)C=CC(OCC([Cl:11])=O)=CC=1.[CH2:13]([C:16]1[CH:27]=[CH:26][C:19]([O:20][C@@H:21]([CH3:25])[C:22](O)=[O:23])=[CH:18][CH:17]=1)[CH2:14][CH3:15].O=S(Cl)Cl, predict the reaction product. The product is: [CH2:13]([C:16]1[CH:27]=[CH:26][C:19]([O:20][C@@H:21]([CH3:25])[C:22]([Cl:11])=[O:23])=[CH:18][CH:17]=1)[CH2:14][CH3:15]. (6) Given the reactants [NH2:1][C:2]1([C:6]2[CH:11]=[CH:10][C:9]([C:12]3[C:13]([C:27]4[CH:32]=[CH:31][CH:30]=[CH:29][CH:28]=4)=[CH:14][C:15]4[N:20]([CH2:21][CH2:22][C:23]#N)[C:19](=[O:25])[CH2:18][O:17][C:16]=4[N:26]=3)=[CH:8][CH:7]=2)[CH2:5][CH2:4][CH2:3]1.[C:33](OC(=O)NC1(C2C=CC(C3C(C4C=CC=CC=4)=CC4N(CCC)C(=O)COC=4N=3)=CC=2)CCC1)(C)(C)C, predict the reaction product. The product is: [NH2:1][C:2]1([C:6]2[CH:7]=[CH:8][C:9]([C:12]3[C:13]([C:27]4[CH:28]=[CH:29][CH:30]=[CH:31][CH:32]=4)=[CH:14][C:15]4[N:20]([CH2:21][CH:22]([CH3:33])[CH3:23])[C:19](=[O:25])[CH2:18][O:17][C:16]=4[N:26]=3)=[CH:10][CH:11]=2)[CH2:5][CH2:4][CH2:3]1. (7) Given the reactants [F:1][C:2]1[CH:3]=[C:4]([NH:12][S:13]([C:16]2[CH:24]=[CH:23][C:19]([C:20](O)=[O:21])=[CH:18][C:17]=2[CH3:25])(=[O:15])=[O:14])[CH:5]=[CH:6][C:7]=1[C:8]([O:10][CH3:11])=[O:9].O, predict the reaction product. The product is: [F:1][C:2]1[CH:3]=[C:4]([NH:12][S:13]([C:16]2[CH:24]=[CH:23][C:19]([CH2:20][OH:21])=[CH:18][C:17]=2[CH3:25])(=[O:14])=[O:15])[CH:5]=[CH:6][C:7]=1[C:8]([O:10][CH3:11])=[O:9]. (8) Given the reactants [H-].C([Al+]CC(C)C)C(C)C.C[O:12][C:13]([C:15]1[C:16]2[CH:17]=[CH:18][N:19]([S:26]([C:29]3[CH:34]=[CH:33][CH:32]=[CH:31][CH:30]=3)(=[O:28])=[O:27])[C:20]=2[C:21]([O:24][CH3:25])=[CH:22][CH:23]=1)=O, predict the reaction product. The product is: [C:29]1([S:26]([N:19]2[C:20]3[C:16](=[C:15]([CH2:13][OH:12])[CH:23]=[CH:22][C:21]=3[O:24][CH3:25])[CH:17]=[CH:18]2)(=[O:28])=[O:27])[CH:30]=[CH:31][CH:32]=[CH:33][CH:34]=1. (9) Given the reactants [Cl:1][C:2]1[CH:3]=[C:4]2[C:8](=[CH:9][CH:10]=1)[NH:7][C:6]([C:11]([OH:13])=O)=[CH:5]2.[NH2:14][C:15]1[CH:16]=[CH:17][C:18]2[O:24][CH2:23][CH2:22][NH:21][C:20](=[O:25])[C:19]=2[CH:26]=1.CCCP(O)(O)=O.C(OCC)(=O)C.C(N(CC)C(C)C)(C)C, predict the reaction product. The product is: [Cl:1][C:2]1[CH:3]=[C:4]2[C:8](=[CH:9][CH:10]=1)[NH:7][C:6]([C:11]([NH:14][C:15]1[CH:16]=[CH:17][C:18]3[O:24][CH2:23][CH2:22][NH:21][C:20](=[O:25])[C:19]=3[CH:26]=1)=[O:13])=[CH:5]2.